Dataset: Peptide-MHC class II binding affinity with 134,281 pairs from IEDB. Task: Regression. Given a peptide amino acid sequence and an MHC pseudo amino acid sequence, predict their binding affinity value. This is MHC class II binding data. (1) The peptide sequence is NELGMLEKTKEDLFG. The MHC is DRB5_0101 with pseudo-sequence DRB5_0101. The binding affinity (normalized) is 0.352. (2) The peptide sequence is APATPAAAGAEAGKA. The MHC is HLA-DQA10102-DQB10602 with pseudo-sequence HLA-DQA10102-DQB10602. The binding affinity (normalized) is 0.330. (3) The peptide sequence is SWEYWGAQLNAMKPD. The MHC is DRB4_0101 with pseudo-sequence DRB4_0103. The binding affinity (normalized) is 0.343. (4) The peptide sequence is HENHGLKTRQEKWMT. The MHC is HLA-DQA10201-DQB10301 with pseudo-sequence HLA-DQA10201-DQB10301. The binding affinity (normalized) is 0.381.